Dataset: Catalyst prediction with 721,799 reactions and 888 catalyst types from USPTO. Task: Predict which catalyst facilitates the given reaction. Reactant: [NH:1]1[C:9]2[C:4](=[CH:5][CH:6]=[CH:7][CH:8]=2)[CH:3]=[C:2]1[C:10]1[C:11]([O:32][CH3:33])=[CH:12][C:13]([O:30][CH3:31])=[C:14](/[CH:16]=[CH:17]/[C:18]([C:20]2[CH:25]=[CH:24][C:23]([S:26]([NH2:29])(=[O:28])=[O:27])=[CH:22][CH:21]=2)=[O:19])[CH:15]=1.CCN(CC)CC.[C:41](O[C:41](=[O:45])[CH2:42][CH2:43][CH3:44])(=[O:45])[CH2:42][CH2:43][CH3:44].O. Product: [C:41]([NH:29][S:26]([C:23]1[CH:22]=[CH:21][C:20]([C:18](/[CH:17]=[CH:16]/[C:14]2[CH:15]=[C:10]([C:2]3[NH:1][C:9]4[C:4]([CH:3]=3)=[CH:5][CH:6]=[CH:7][CH:8]=4)[C:11]([O:32][CH3:33])=[CH:12][C:13]=2[O:30][CH3:31])=[O:19])=[CH:25][CH:24]=1)(=[O:28])=[O:27])(=[O:45])[CH2:42][CH2:43][CH3:44]. The catalyst class is: 251.